This data is from Peptide-MHC class I binding affinity with 185,985 pairs from IEDB/IMGT. The task is: Regression. Given a peptide amino acid sequence and an MHC pseudo amino acid sequence, predict their binding affinity value. This is MHC class I binding data. (1) The peptide sequence is TLFDWGFAL. The MHC is HLA-A02:12 with pseudo-sequence HLA-A02:12. The binding affinity (normalized) is 1.00. (2) The peptide sequence is RALIKTLPRASYSSH. The MHC is HLA-B57:01 with pseudo-sequence HLA-B57:01. The binding affinity (normalized) is 0.0959. (3) The peptide sequence is NIDATSTGNY. The MHC is HLA-A29:02 with pseudo-sequence HLA-A29:02. The binding affinity (normalized) is 0.204. (4) The peptide sequence is FEEAALCTFL. The MHC is HLA-B40:02 with pseudo-sequence HLA-B40:02. The binding affinity (normalized) is 0.756. (5) The peptide sequence is LTPEKGWLSL. The MHC is Mamu-A01 with pseudo-sequence Mamu-A01. The binding affinity (normalized) is 0.825. (6) The binding affinity (normalized) is 0. The MHC is HLA-B42:01 with pseudo-sequence HLA-B42:01. The peptide sequence is LAYFPVFRFLNGS. (7) The peptide sequence is AMCNVYIPPY. The MHC is HLA-A68:01 with pseudo-sequence HLA-A68:01. The binding affinity (normalized) is 0.369. (8) The peptide sequence is LYNTIAVLY. The MHC is HLA-A26:02 with pseudo-sequence HLA-A26:02. The binding affinity (normalized) is 0.0847.